Predict the reaction yield, written as a fraction of the theoretical maximum amount of product (1.0 means a 100% yield; for example, 0.34 means a 34% yield). From a dataset of Reaction yield outcomes from USPTO patents with 853,638 reactions. (1) The yield is 0.490. The catalyst is C1COCC1. The product is [Cl:34][C:30]1[CH:29]=[C:28]([N:27]2[C:23]([CH2:22][NH:21][C:19](=[O:20])[CH:18]([C:15]3[CH:16]=[CH:17][C:12]([C:9]4([OH:8])[CH2:10][CH2:11]4)=[C:13]([F:40])[CH:14]=3)[CH3:39])=[CH:24][C:25]([C:35]([F:38])([F:36])[F:37])=[N:26]2)[CH:33]=[CH:32][CH:31]=1. The reactants are [Si]([O:8][C:9]1([C:12]2[CH:17]=[CH:16][C:15]([CH:18]([CH3:39])[C:19]([NH:21][CH2:22][C:23]3[N:27]([C:28]4[CH:33]=[CH:32][CH:31]=[C:30]([Cl:34])[CH:29]=4)[N:26]=[C:25]([C:35]([F:38])([F:37])[F:36])[CH:24]=3)=[O:20])=[CH:14][C:13]=2[F:40])[CH2:11][CH2:10]1)(C(C)(C)C)(C)C.CCCC[N+](CCCC)(CCCC)CCCC.[F-]. (2) The reactants are [NH2:1][C:2]([C:7]1[CH:12]=[CH:11][CH:10]=[CH:9][CH:8]=1)([CH3:6])[C:3]([OH:5])=[O:4].Cl[C:14]([O:16][CH2:17][C:18]1[CH:23]=[CH:22][CH:21]=[CH:20][CH:19]=1)=[O:15].[OH-].[Na+]. The catalyst is C1COCC1.O. The product is [CH2:17]([O:16][C:14]([NH:1][C:2]([C:7]1[CH:12]=[CH:11][CH:10]=[CH:9][CH:8]=1)([CH3:6])[C:3]([OH:5])=[O:4])=[O:15])[C:18]1[CH:23]=[CH:22][CH:21]=[CH:20][CH:19]=1. The yield is 0.480. (3) The reactants are [C:1]([C:5]1[CH:10]=[CH:9][C:8]([C:11]([C:13]2[C:14]([Cl:19])=[N:15][CH:16]=[CH:17][CH:18]=2)=O)=[CH:7][CH:6]=1)([CH3:4])([CH3:3])[CH3:2].[NH2:20][CH2:21][CH2:22][OH:23]. The catalyst is C(O)C. The product is [C:1]([C:5]1[CH:10]=[CH:9][C:8](/[C:11](=[N:20]\[CH2:21][CH2:22][OH:23])/[C:13]2[C:14]([Cl:19])=[N:15][CH:16]=[CH:17][CH:18]=2)=[CH:7][CH:6]=1)([CH3:4])([CH3:3])[CH3:2]. The yield is 0.390. (4) The reactants are C([O:4][CH2:5][C:6]1[C:7]([N:39]2[CH2:51][CH2:50][N:42]3[C:43]4[CH2:44][CH2:45][CH2:46][CH2:47][C:48]=4[CH:49]=[C:41]3[C:40]2=[O:52])=[N:8][CH:9]=[CH:10][C:11]=1[C:12]1[CH:17]=[C:16]([NH:18][C:19]2[CH:24]=[CH:23][C:22]([N:25]3[CH2:30][CH2:29][N:28]([CH:31]4[CH2:34][O:33][CH2:32]4)[CH2:27][C:26]3([CH3:36])[CH3:35])=[CH:21][N:20]=2)[C:15](=[O:37])[N:14]([CH3:38])[CH:13]=1)(=O)C.[OH-].[Li+].C(O)(C)C.C1COCC1. The catalyst is O. The product is [CH3:35][C:26]1([CH3:36])[CH2:27][N:28]([CH:31]2[CH2:34][O:33][CH2:32]2)[CH2:29][CH2:30][N:25]1[C:22]1[CH:23]=[CH:24][C:19]([NH:18][C:16]2[C:15](=[O:37])[N:14]([CH3:38])[CH:13]=[C:12]([C:11]3[CH:10]=[CH:9][N:8]=[C:7]([N:39]4[CH2:51][CH2:50][N:42]5[C:43]6[CH2:44][CH2:45][CH2:46][CH2:47][C:48]=6[CH:49]=[C:41]5[C:40]4=[O:52])[C:6]=3[CH2:5][OH:4])[CH:17]=2)=[N:20][CH:21]=1. The yield is 0.460.